This data is from Full USPTO retrosynthesis dataset with 1.9M reactions from patents (1976-2016). The task is: Predict the reactants needed to synthesize the given product. (1) Given the product [CH3:15][C:16]1[S:17][C:18]([C:2]2[CH:3]=[N:4][CH:5]=[C:6]3[C:11]=2[N:10]=[C:9]([C:12]([NH2:14])=[O:13])[CH:8]=[CH:7]3)=[C:19]([CH3:21])[N:20]=1, predict the reactants needed to synthesize it. The reactants are: Br[C:2]1[CH:3]=[N:4][CH:5]=[C:6]2[C:11]=1[N:10]=[C:9]([C:12]([NH2:14])=[O:13])[CH:8]=[CH:7]2.[CH3:15][C:16]1[S:17][C:18](B2OC(C)(C)C(C)(C)O2)=[C:19]([CH3:21])[N:20]=1.C(=O)([O-])[O-].[Cs+].[Cs+]. (2) Given the product [CH3:35][O:36][C:2]1[C:11]2[C:6](=[CH:7][CH:8]=[C:9]([S:12][C:13]3[N:17]4[CH:18]=[C:19]([C:22]5[CH:23]=[N:24][N:25]([CH3:27])[CH:26]=5)[CH:20]=[CH:21][C:16]4=[N:15][N:14]=3)[CH:10]=2)[N:5]=[CH:4][C:3]=1[C:28]1[C:29]([CH3:34])=[N:30][O:31][C:32]=1[CH3:33], predict the reactants needed to synthesize it. The reactants are: Cl[C:2]1[C:11]2[C:6](=[CH:7][CH:8]=[C:9]([S:12][C:13]3[N:17]4[CH:18]=[C:19]([C:22]5[CH:23]=[N:24][N:25]([CH3:27])[CH:26]=5)[CH:20]=[CH:21][C:16]4=[N:15][N:14]=3)[CH:10]=2)[N:5]=[CH:4][C:3]=1[C:28]1[C:29]([CH3:34])=[N:30][O:31][C:32]=1[CH3:33].[CH3:35][O-:36].[Na+].